Dataset: Full USPTO retrosynthesis dataset with 1.9M reactions from patents (1976-2016). Task: Predict the reactants needed to synthesize the given product. Given the product [CH:14]1([C:8]2[CH:9]=[N:10][CH:11]=[C:12]([F:13])[C:7]=2[C:6]([OH:17])=[O:5])[CH2:15][CH2:16]1, predict the reactants needed to synthesize it. The reactants are: C([O:5][C:6](=[O:17])[C:7]1[C:12]([F:13])=[CH:11][N:10]=[CH:9][C:8]=1[CH:14]1[CH2:16][CH2:15]1)(C)(C)C.